This data is from Catalyst prediction with 721,799 reactions and 888 catalyst types from USPTO. The task is: Predict which catalyst facilitates the given reaction. (1) Reactant: [F:1][C:2]1[CH:7]=[CH:6][C:5]([O:8][CH2:9][CH2:10][C:11]([N:13]2[CH2:18][CH2:17][N:16]([C:19]3[CH:26]=[CH:25][CH:24]=[C:23]([C:27]([F:30])([F:29])[F:28])[C:20]=3[CH:21]=O)[CH2:15][CH2:14]2)=[O:12])=[CH:4][CH:3]=1.Cl.[NH2:32][OH:33].C([O-])(=O)C.[Na+]. Product: [F:1][C:2]1[CH:3]=[CH:4][C:5]([O:8][CH2:9][CH2:10][C:11]([N:13]2[CH2:18][CH2:17][N:16]([C:19]3[CH:26]=[CH:25][CH:24]=[C:23]([C:27]([F:29])([F:30])[F:28])[C:20]=3[CH:21]=[N:32][OH:33])[CH2:15][CH2:14]2)=[O:12])=[CH:6][CH:7]=1. The catalyst class is: 8. (2) Reactant: [H-].[Na+].[CH3:3][O:4][C:5]([C:7]1[NH:8][C:9]([C:13]2[CH:18]=[CH:17][C:16]([Cl:19])=[CH:15][CH:14]=2)=[C:10]([CH3:12])[CH:11]=1)=[O:6].[CH3:20]I. Product: [CH3:3][O:4][C:5]([C:7]1[N:8]([CH3:20])[C:9]([C:13]2[CH:14]=[CH:15][C:16]([Cl:19])=[CH:17][CH:18]=2)=[C:10]([CH3:12])[CH:11]=1)=[O:6]. The catalyst class is: 3. (3) Reactant: [CH3:1][N:2]1[C@@H:19]2[CH2:20][C:7]3=[CH:8][CH:9]=[C:10]([OH:21])[C:11]4[O:12][C@H:13]5[C:14]([CH2:16][CH2:17][C@@H:18]2[C@:5]5([C:6]=43)[CH2:4][CH2:3]1)=[O:15].Cl. Product: [CH3:1][N:2]1[C@@H:19]2[CH2:20][C:7]3=[CH:8][CH:9]=[C:10]([OH:21])[C:11]4[O:12][C@H:13]5[C:14]([CH2:16][CH2:17][C@@H:18]2[C@:5]5([C:6]=43)[CH2:4][CH2:3]1)=[O:15]. The catalyst class is: 6.